From a dataset of Forward reaction prediction with 1.9M reactions from USPTO patents (1976-2016). Predict the product of the given reaction. (1) Given the reactants [C:1]([C:3]1[CH:43]=[CH:42][C:6]([CH2:7][C@@:8]2([CH3:41])[N:12]3[C:13]([S:16]([N:19]4[CH2:23][CH2:22][CH2:21][C@H:20]4[C:24]([NH:26][C@H](C)C(O)=O)=[O:25])(=[O:18])=[O:17])=[CH:14][N:15]=[C:11]3[N:10]([C:32]3[CH:37]=[C:36]([Cl:38])[CH:35]=[C:34]([Cl:39])[CH:33]=3)[C:9]2=[O:40])=[CH:5][CH:4]=1)#[N:2].Cl.N1CCC[C@H]1C(N)=O, predict the reaction product. The product is: [C:1]([C:3]1[CH:43]=[CH:42][C:6]([CH2:7][C@@:8]2([CH3:41])[N:12]3[C:13]([S:16]([N:19]4[CH2:23][CH2:22][CH2:21][C@H:20]4[C:24]([NH2:26])=[O:25])(=[O:18])=[O:17])=[CH:14][N:15]=[C:11]3[N:10]([C:32]3[CH:33]=[C:34]([Cl:39])[CH:35]=[C:36]([Cl:38])[CH:37]=3)[C:9]2=[O:40])=[CH:5][CH:4]=1)#[N:2]. (2) Given the reactants FC(F)(F)S(O[C:7]1[N:8]=[CH:9][C:10]2[C:15]([CH:16]=1)=[C:14]([NH:17][CH2:18][CH:19]1[CH2:21][CH2:20]1)[N:13]=[CH:12][CH:11]=2)(=O)=O.[CH3:24][O:25][C:26]1[CH:32]=[C:31]([C:33]2[CH:34]=[N:35][N:36]([CH3:38])[CH:37]=2)[CH:30]=[CH:29][C:27]=1[NH2:28], predict the reaction product. The product is: [CH:19]1([CH2:18][NH:17][C:14]2[C:15]3[C:10](=[CH:9][N:8]=[C:7]([NH:28][C:27]4[CH:29]=[CH:30][C:31]([C:33]5[CH:34]=[N:35][N:36]([CH3:38])[CH:37]=5)=[CH:32][C:26]=4[O:25][CH3:24])[CH:16]=3)[CH:11]=[CH:12][N:13]=2)[CH2:21][CH2:20]1. (3) Given the reactants C([SiH](CC)CC)C.[CH3:8][O:9][C:10]([CH:12]1[C:21](=O)[C:20]2[C:15](=[CH:16][C:17]([O:23][CH3:24])=[CH:18][CH:19]=2)[CH2:14][S:13]1)=[O:11], predict the reaction product. The product is: [CH3:8][O:9][C:10]([CH:12]1[CH2:21][C:20]2[C:15](=[CH:16][C:17]([O:23][CH3:24])=[CH:18][CH:19]=2)[CH2:14][S:13]1)=[O:11]. (4) Given the reactants [CH3:1][C:2]1[O:6][N:5]=[C:4]([C:7]2[CH:12]=[CH:11][CH:10]=[CH:9][C:8]=2[C:13]([F:16])([F:15])[F:14])[C:3]=1[C:17]([O:19]C)=[O:18].[OH-].[Na+], predict the reaction product. The product is: [CH3:1][C:2]1[O:6][N:5]=[C:4]([C:7]2[CH:12]=[CH:11][CH:10]=[CH:9][C:8]=2[C:13]([F:16])([F:14])[F:15])[C:3]=1[C:17]([OH:19])=[O:18].